This data is from Forward reaction prediction with 1.9M reactions from USPTO patents (1976-2016). The task is: Predict the product of the given reaction. (1) Given the reactants [CH3:1][O:2][N:3]=[CH:4][C:5]1[CH:10]=[CH:9][C:8]([C:11]([O:13][CH3:14])=[O:12])=[CH:7][CH:6]=1.C([BH3-])#N.[Na+], predict the reaction product. The product is: [C:11]([C:8]1[CH:9]=[CH:10][C:5]([CH2:4][NH:3][O:2][CH3:1])=[CH:6][CH:7]=1)([O:13][CH3:14])=[O:12]. (2) Given the reactants FC(F)(F)C(O)=O.FC(F)(F)C(O)=O.O.C(OC(=O)[NH:22][C@H:23]1[CH2:27][C:26](=[O:28])[N:25]([C:29]2[CH:30]=[CH:31][C:32]3[O:33][CH2:34][C:35](=[O:39])[NH:36][C:37]=3[N:38]=2)[CH2:24]1)(C)(C)C.C(=O)([O-])O.[Na+], predict the reaction product. The product is: [NH2:22][C@@H:23]1[CH2:24][N:25]([C:29]2[CH:30]=[CH:31][C:32]3[O:33][CH2:34][C:35](=[O:39])[NH:36][C:37]=3[N:38]=2)[C:26](=[O:28])[CH2:27]1. (3) Given the reactants C(OC([N:8]1[CH2:13][CH2:12][CH:11]([O:14][C:15]2[CH:20]=[CH:19][CH:18]=[C:17]([NH:21][C:22](=[O:31])[C:23]3[CH:28]=[CH:27][C:26]([F:29])=[CH:25][C:24]=3[Cl:30])[CH:16]=2)[CH2:10][CH2:9]1)=O)(C)(C)C.Cl, predict the reaction product. The product is: [ClH:30].[Cl:30][C:24]1[CH:25]=[C:26]([F:29])[CH:27]=[CH:28][C:23]=1[C:22]([NH:21][C:17]1[CH:18]=[CH:19][CH:20]=[C:15]([O:14][CH:11]2[CH2:10][CH2:9][NH:8][CH2:13][CH2:12]2)[CH:16]=1)=[O:31]. (4) Given the reactants [NH:1]1[C:9]2[C:4](=[CH:5][C:6]([NH:10][C:11]3[C:16]([C:17]#[N:18])=[CH:15][N+:14]([O-:19])=[C:13]4[S:20][CH:21]=[CH:22][C:12]=34)=[CH:7][CH:8]=2)[CH:3]=[CH:2]1.[C:23]1([C:29]2[S:40][C:32]3=[N:33][CH:34]=[C:35]([C:38]#[N:39])[C:36]([Cl:37])=[C:31]3[CH:30]=2)[CH:28]=[CH:27][CH:26]=[CH:25][CH:24]=1.C1C=C(Cl)C=C(C(OO)=[O:49])C=1, predict the reaction product. The product is: [NH:1]1[C:9]2[C:4](=[CH:5][C:6]([NH:10][C:11]3[C:16]([C:17]#[N:18])=[CH:15][N+:14]([O-:19])=[C:13]4[S:20][C:21]([C:23]5[CH:28]=[CH:27][CH:26]=[CH:25][CH:24]=5)=[CH:22][C:12]=34)=[CH:7][CH:8]=2)[CH:3]=[CH:2]1.[C:23]1([C:29]2[S:40][C:32]3=[N+:33]([O-:49])[CH:34]=[C:35]([C:38]#[N:39])[C:36]([Cl:37])=[C:31]3[CH:30]=2)[CH:24]=[CH:25][CH:26]=[CH:27][CH:28]=1. (5) Given the reactants C(OC(=O)NC1C=C(OCCCOC2C=C(N)C(C([N:45]3[CH:54]([CH2:55][OH:56])[CH2:53][C:52]4[C:47](=[CH:48][CH:49]=[CH:50][CH:51]=4)[CH2:46]3)=O)=CC=2OC)C(OC)=CC=1C([N:45]1[CH:54]([CH2:55][OH:56])[CH2:53][C:52]2[C:47](=[CH:48][CH:49]=[CH:50][CH:51]=2)[CH2:46]1)=O)C=C.N1C=CN=C1.C([Si](Cl)(C)C)(C)(C)C.CN([CH:74]=[O:75])C, predict the reaction product. The product is: [CH3:74][O:75][C:55]([CH:54]1[CH2:53][C:52]2[C:47](=[CH:48][CH:49]=[CH:50][CH:51]=2)[CH2:46][NH:45]1)=[O:56].